Dataset: Reaction yield outcomes from USPTO patents with 853,638 reactions. Task: Predict the reaction yield, written as a fraction of the theoretical maximum amount of product (1.0 means a 100% yield; for example, 0.34 means a 34% yield). (1) The reactants are [NH:1]1[C:9]2[C:4](=[CH:5][C:6]([C:10]#[N:11])=[CH:7][CH:8]=2)[CH:3]=[N:2]1.[Br:12]Br.Cl. The catalyst is CO.[OH-].[Na+]. The product is [Br:12][C:3]1[C:4]2[C:9](=[CH:8][CH:7]=[C:6]([C:10]#[N:11])[CH:5]=2)[NH:1][N:2]=1. The yield is 0.920. (2) The product is [CH2:2]([O:24][C:18]1[CH:19]=[C:20]([CH3:23])[CH:21]=[CH:22][C:17]=1[CH3:16])[CH2:3][CH2:4][CH2:5][CH2:6][CH2:7][CH2:8][CH2:9][CH2:10][CH2:11][CH2:12][CH2:13][CH2:14][CH3:15]. The yield is 0.860. The catalyst is C(#N)C. The reactants are Br[CH2:2][CH2:3][CH2:4][CH2:5][CH2:6][CH2:7][CH2:8][CH2:9][CH2:10][CH2:11][CH2:12][CH2:13][CH2:14][CH3:15].[CH3:16][C:17]1[CH:22]=[CH:21][C:20]([CH3:23])=[CH:19][C:18]=1[OH:24].C([O-])([O-])=O.[K+].[K+].O. (3) The reactants are [Cl:1][C:2]1[CH:3]=[N:4][N:5]([CH3:17])[C:6]=1[C:7]1[CH:8]=[C:9]([C:14]([OH:16])=O)[O:10][C:11]=1[CH2:12][CH3:13].[NH2:18][C@@H:19]([CH2:32][C:33]1[CH:38]=[CH:37][CH:36]=[CH:35][C:34]=1[C:39]([F:42])([F:41])[F:40])[CH2:20][N:21]1[C:29](=[O:30])[C:28]2[C:23](=[CH:24][CH:25]=[CH:26][CH:27]=2)[C:22]1=[O:31].C(N(CC)C(C)C)(C)C.F[P-](F)(F)(F)(F)F.Br[P+](N1CCCC1)(N1CCCC1)N1CCCC1. The catalyst is ClCCl. The product is [Cl:1][C:2]1[CH:3]=[N:4][N:5]([CH3:17])[C:6]=1[C:7]1[CH:8]=[C:9]([C:14]([NH:18][C@@H:19]([CH2:32][C:33]2[CH:38]=[CH:37][CH:36]=[CH:35][C:34]=2[C:39]([F:42])([F:40])[F:41])[CH2:20][N:21]2[C:29](=[O:30])[C:28]3[C:23](=[CH:24][CH:25]=[CH:26][CH:27]=3)[C:22]2=[O:31])=[O:16])[O:10][C:11]=1[CH2:12][CH3:13]. The yield is 0.710. (4) The reactants are Br[C:2]1[N:7]=[C:6]([C:8]([O:10][CH3:11])=[O:9])[CH:5]=[CH:4][C:3]=1[F:12].[F:13][C:14]1[CH:19]=[C:18]([CH:20]2[CH2:23][O:22][CH2:21]2)[CH:17]=[C:16]([F:24])[C:15]=1B1OC(C)(C)C(C)(C)O1. No catalyst specified. The product is [F:13][C:14]1[CH:19]=[C:18]([CH:20]2[CH2:23][O:22][CH2:21]2)[CH:17]=[C:16]([F:24])[C:15]=1[C:2]1[N:7]=[C:6]([C:8]([O:10][CH3:11])=[O:9])[CH:5]=[CH:4][C:3]=1[F:12]. The yield is 0.470. (5) The product is [OH:6][CH:4]1[CH2:5][N:2]([C:19]([O:21][CH2:22][C:23]2[CH:28]=[CH:27][CH:26]=[CH:25][CH:24]=2)=[O:20])[CH2:3]1. The catalyst is O. The reactants are Cl.[NH:2]1[CH2:5][CH:4]([OH:6])[CH2:3]1.O1CCCC1.C(=O)([O-])[O-].[K+].[K+].Cl[C:19]([O:21][CH2:22][C:23]1[CH:28]=[CH:27][CH:26]=[CH:25][CH:24]=1)=[O:20]. The yield is 0.870. (6) The reactants are [OH:1][C@H:2]1[CH2:6][N:5]([C:7](=[O:26])[C@@H:8]([NH:18][C:19](=[O:25])[O:20][C:21]([CH3:24])([CH3:23])[CH3:22])[C@H:9]([CH3:17])[CH2:10][CH:11]([CH3:16])[CH2:12][CH2:13][CH:14]=[CH2:15])[C@H:4]([C:27](=[O:44])[NH:28][C@:29]2([C:34](=[O:43])[NH:35][S:36]([C:39]3([CH3:42])[CH2:41][CH2:40]3)(=[O:38])=[O:37])[CH2:31][C@H:30]2C=C)[CH2:3]1. The catalyst is ClCCCl.CC1C=C(C)C(N2C(=[Ru](Cl)(Cl)=CC3C=CC=CC=3OC(C)C)N(C3C(C)=CC(C)=CC=3C)CC2)=C(C)C=1. The product is [OH:1][C@H:2]1[CH2:6][N:5]2[C:7](=[O:26])[C@@H:8]([NH:18][C:19](=[O:25])[O:20][C:21]([CH3:23])([CH3:22])[CH3:24])[C@H:9]([CH3:17])[CH2:10][CH:11]([CH3:16])[CH2:12][CH2:13][CH:14]=[CH:15][C@@H:30]3[CH2:31][C@@:29]3([C:34](=[O:43])[NH:35][S:36]([C:39]3([CH3:42])[CH2:40][CH2:41]3)(=[O:37])=[O:38])[NH:28][C:27](=[O:44])[C@@H:4]2[CH2:3]1. The yield is 0.700. (7) The reactants are [C:1]([O:5][C:6](=[O:18])[NH:7][CH2:8][C:9]([C:11]1[CH:16]=[CH:15][C:14](Br)=[CH:13][CH:12]=1)=[O:10])([CH3:4])([CH3:3])[CH3:2].[CH3:19][O:20][C:21](=[O:54])[NH:22][CH:23]([C:27]([N:29]1[CH2:33][CH2:32][CH2:31][CH:30]1[C:34]1[NH:35][C:36]([C:39]2[CH:44]=[CH:43][C:42](B3OC(C)(C)C(C)(C)O3)=[CH:41][CH:40]=2)=[CH:37][N:38]=1)=[O:28])[CH:24]([CH3:26])[CH3:25].C(=O)([O-])[O-].[K+].[K+].COCCOC. The catalyst is C1C=CC([P]([Pd]([P](C2C=CC=CC=2)(C2C=CC=CC=2)C2C=CC=CC=2)([P](C2C=CC=CC=2)(C2C=CC=CC=2)C2C=CC=CC=2)[P](C2C=CC=CC=2)(C2C=CC=CC=2)C2C=CC=CC=2)(C2C=CC=CC=2)C2C=CC=CC=2)=CC=1.O. The product is [CH3:19][O:20][C:21](=[O:54])[NH:22][CH:23]([C:27]([N:29]1[CH2:33][CH2:32][CH2:31][CH:30]1[C:34]1[NH:35][C:36]([C:39]2[CH:40]=[CH:41][C:42]([C:14]3[CH:15]=[CH:16][C:11]([C:9](=[O:10])[CH2:8][NH:7][C:6]([O:5][C:1]([CH3:4])([CH3:3])[CH3:2])=[O:18])=[CH:12][CH:13]=3)=[CH:43][CH:44]=2)=[CH:37][N:38]=1)=[O:28])[CH:24]([CH3:26])[CH3:25]. The yield is 0.440. (8) The reactants are [N:1]1[C:6]2[CH2:7][NH:8][CH2:9][C:5]=2[C:4]([O:10][C:11]2[CH:12]=[C:13]3[C:17](=[CH:18][CH:19]=2)[N:16]([C:20]([NH:22][C:23]2[CH:28]=[CH:27][CH:26]=[C:25]([C:29]([F:32])([F:31])[F:30])[CH:24]=2)=[O:21])[CH:15]=[CH:14]3)=[N:3][CH:2]=1.Br[CH2:34][C:35]([O:37]C(C)(C)C)=[O:36].CN([CH:45]=[O:46])C. The yield is 0.00100. The product is [C:45]([OH:46])([C:29]([F:32])([F:31])[F:30])=[O:36].[F:32][C:29]([F:31])([F:30])[C:25]1[CH:24]=[C:23]([NH:22][C:20]([N:16]2[C:17]3[C:13](=[CH:12][C:11]([O:10][C:4]4[C:5]5[CH2:9][N:8]([CH2:34][C:35]([OH:37])=[O:36])[CH2:7][C:6]=5[N:1]=[CH:2][N:3]=4)=[CH:19][CH:18]=3)[CH:14]=[CH:15]2)=[O:21])[CH:28]=[CH:27][CH:26]=1. No catalyst specified.